This data is from Reaction yield outcomes from USPTO patents with 853,638 reactions. The task is: Predict the reaction yield, written as a fraction of the theoretical maximum amount of product (1.0 means a 100% yield; for example, 0.34 means a 34% yield). (1) The reactants are [CH3:1][O:2][C:3]([C:5]1[S:6][CH:7]=[CH:8][C:9]=1[N:10]([C@H:20]1[CH2:25][CH2:24][C@H:23]([OH:26])[CH2:22][CH2:21]1)[C:11]([C@H:13]1[CH2:18][CH2:17][C@H:16]([CH3:19])[CH2:15][CH2:14]1)=[O:12])=[O:4].[O:27]1[CH:32]=[CH:31][CH2:30][CH2:29][CH2:28]1.C([O-])(O)=O.[Na+]. The catalyst is C(Cl)Cl. The product is [CH3:1][O:2][C:3]([C:5]1[S:6][CH:7]=[CH:8][C:9]=1[N:10]([C:11]([C@H:13]1[CH2:18][CH2:17][C@H:16]([CH3:19])[CH2:15][CH2:14]1)=[O:12])[C@H:20]1[CH2:21][CH2:22][C@H:23]([O:26][CH:28]2[CH2:29][CH2:30][CH2:31][CH2:32][O:27]2)[CH2:24][CH2:25]1)=[O:4]. The yield is 0.480. (2) The reactants are [OH-].[Na+].[Cl:3][C:4]1[CH:5]=[C:6]([CH:11]=[C:12]([C@@H:14]2[C@@:25]3([C:33]4[C:28](=[CH:29][C:30]([Cl:34])=[CH:31][CH:32]=4)[NH:27][C:26]3=[O:35])[C:17]3([CH2:22][CH2:21][C:20]([CH3:24])([CH3:23])[CH2:19][CH2:18]3)[NH:16][C@H:15]2[C:36](=[O:45])[NH:37][C@H:38]2[CH2:43][CH2:42][C@H:41]([OH:44])[CH2:40][CH2:39]2)[CH:13]=1)[C:7](OC)=[O:8].Cl.Cl.CN.[CH2:50]([N:52](CC)CC)C.Cl.C(N=C=NCCCN(C)C)C.C(=O)(O)[O-].[Na+]. The catalyst is CO. The product is [Cl:34][C:30]1[CH:29]=[C:28]2[C:33]([C@@:25]3([C@@H:14]([C:12]4[CH:11]=[C:6]([C:7](=[O:8])[NH:52][CH3:50])[CH:5]=[C:4]([Cl:3])[CH:13]=4)[C@H:15]([C:36]([NH:37][C@H:38]4[CH2:39][CH2:40][C@H:41]([OH:44])[CH2:42][CH2:43]4)=[O:45])[NH:16][C:17]43[CH2:18][CH2:19][C:20]([CH3:23])([CH3:24])[CH2:21][CH2:22]4)[C:26](=[O:35])[NH:27]2)=[CH:32][CH:31]=1. The yield is 0.520. (3) The reactants are [CH3:1][C:2]12[O:9][CH2:8][C:5]([CH2:10][OH:11])([CH2:6][O:7]1)[CH2:4][O:3]2.CS(C)=O.[OH-].[K+].[CH2:18](Br)[C:19]#[CH:20]. The catalyst is C(Cl)(Cl)Cl. The product is [CH3:1][C:2]12[O:3][CH2:4][C:5]([CH2:10][O:11][CH2:20][C:19]#[CH:18])([CH2:6][O:7]1)[CH2:8][O:9]2. The yield is 0.810. (4) The reactants are Br[CH2:2][C:3]1[CH:12]=[CH:11][C:10]([N+:13]([O-:15])=[O:14])=[CH:9][C:4]=1[C:5]([O:7]C)=O.[Si:16]([O:23][CH2:24][CH2:25][NH2:26])([C:19]([CH3:22])([CH3:21])[CH3:20])([CH3:18])[CH3:17]. The catalyst is CO. The product is [Si:16]([O:23][CH2:24][CH2:25][N:26]1[CH2:2][C:3]2[C:4](=[CH:9][C:10]([N+:13]([O-:15])=[O:14])=[CH:11][CH:12]=2)[C:5]1=[O:7])([C:19]([CH3:21])([CH3:22])[CH3:20])([CH3:18])[CH3:17]. The yield is 0.320. (5) The yield is 0.900. The reactants are [F:1][C:2]1[CH:3]=[C:4]2[C:8](=[CH:9][CH:10]=1)[N:7]([CH2:11][C:12]1[CH:17]=[CH:16][C:15]([O:18][CH3:19])=[CH:14][CH:13]=1)[C:6](=[O:20])[C:5]2=O. The catalyst is O.NN.C(O)C.O. The product is [F:1][C:2]1[CH:3]=[C:4]2[C:8](=[CH:9][CH:10]=1)[N:7]([CH2:11][C:12]1[CH:17]=[CH:16][C:15]([O:18][CH3:19])=[CH:14][CH:13]=1)[C:6](=[O:20])[CH2:5]2. (6) The reactants are [CH:1]([C:4]1[N:5]=[C:6]([C:9]2[CH:18]=[C:17](O)[C:16]3[C:11](=[CH:12][C:13]([O:20][CH3:21])=[CH:14][CH:15]=3)[N:10]=2)[S:7][CH:8]=1)([CH3:3])[CH3:2].O=P(Cl)(Cl)[Cl:24]. No catalyst specified. The product is [Cl:24][C:17]1[C:16]2[C:11](=[CH:12][C:13]([O:20][CH3:21])=[CH:14][CH:15]=2)[N:10]=[C:9]([C:6]2[S:7][CH:8]=[C:4]([CH:1]([CH3:3])[CH3:2])[N:5]=2)[CH:18]=1. The yield is 0.640.